The task is: Predict the product of the given reaction.. This data is from Forward reaction prediction with 1.9M reactions from USPTO patents (1976-2016). (1) Given the reactants Cl[S:2]([C:5]1[CH:10]=[CH:9][C:8]([CH2:11][C:12]([OH:14])=[O:13])=[CH:7][CH:6]=1)(=[O:4])=[O:3].[CH3:15][NH2:16], predict the reaction product. The product is: [CH3:15][NH:16][S:2]([C:5]1[CH:10]=[CH:9][C:8]([CH2:11][C:12]([OH:14])=[O:13])=[CH:7][CH:6]=1)(=[O:4])=[O:3]. (2) Given the reactants N1C=C[CH:3]=N1.[N:6]1([CH:11](C)[CH2:12][NH:13][C:14]([C:16]2[C:20]([Br:21])=[C:19]([NH:22][C:23](=[O:31])[C:24]3[CH:29]=[CH:28][CH:27]=[CH:26][C:25]=3[Cl:30])[NH:18][N:17]=2)=[O:15])[CH2:10][CH2:9]C[CH2:7]1, predict the reaction product. The product is: [CH2:10]([N:6]([CH3:7])[CH2:11][C@H:12]([NH:13][C:14]([C:16]1[C:20]([Br:21])=[C:19]([NH:22][C:23](=[O:31])[C:24]2[CH:29]=[CH:28][CH:27]=[CH:26][C:25]=2[Cl:30])[NH:18][N:17]=1)=[O:15])[CH3:3])[CH3:9]. (3) Given the reactants [Br:1][C:2]1[CH:10]=[C:9](/[CH:11]=[CH:12]/[CH:13]([C:18]2[CH:23]=[C:22]([Cl:24])[C:21]([Cl:25])=[C:20]([Cl:26])[CH:19]=2)[C:14]([F:17])([F:16])[F:15])[CH:8]=[CH:7][C:3]=1[C:4](O)=[O:5].[NH:27]([C:29]([O:31][C:32]([CH3:35])([CH3:34])[CH3:33])=[O:30])[NH2:28].[CH3:36]CN=C=NCCCN(C)C.Cl.CCN(C(C)C)C(C)C, predict the reaction product. The product is: [Br:1][C:2]1[CH:10]=[C:9](/[CH:11]=[CH:12]/[CH:13]([C:18]2[CH:23]=[C:22]([Cl:24])[C:21]([Cl:25])=[C:20]([Cl:26])[CH:19]=2)[C:14]([F:17])([F:16])[F:15])[CH:8]=[CH:7][C:3]=1[C:4]([NH:28][N:27]([CH3:36])[C:29]([O:31][C:32]([CH3:35])([CH3:34])[CH3:33])=[O:30])=[O:5]. (4) Given the reactants [Br:1][C:2]1[CH:7]=[CH:6][C:5]([C:8]2[CH:13]=[CH:12][C:11]([C:14](=[O:21])[CH2:15][CH2:16][C:17]([O:19]C)=[O:18])=[CH:10][CH:9]=2)=[C:4]([F:22])[CH:3]=1, predict the reaction product. The product is: [Br:1][C:2]1[CH:7]=[CH:6][C:5]([C:8]2[CH:9]=[CH:10][C:11]([C:14](=[O:21])[CH2:15][CH2:16][C:17]([OH:19])=[O:18])=[CH:12][CH:13]=2)=[C:4]([F:22])[CH:3]=1.